Predict the reactants needed to synthesize the given product. From a dataset of Full USPTO retrosynthesis dataset with 1.9M reactions from patents (1976-2016). (1) The reactants are: Br[CH2:2][CH2:3][O:4][C:5]1[CH:10]=[CH:9][C:8]([N+:11]([O-:13])=[O:12])=[CH:7][CH:6]=1.[CH3:14][NH:15][CH3:16]. Given the product [CH3:14][N:15]([CH3:16])[CH2:2][CH2:3][O:4][C:5]1[CH:10]=[CH:9][C:8]([N+:11]([O-:13])=[O:12])=[CH:7][CH:6]=1, predict the reactants needed to synthesize it. (2) Given the product [CH3:31][O:32][C:33]1[CH:38]=[CH:37][C:36]([CH2:39][C:40]([NH:30][C:29]2[CH:28]=[CH:27][S:26][C:25]=2[C:23]2[N:22]=[CH:21][N:20]([C:1]([C:14]3[CH:19]=[CH:18][CH:17]=[CH:16][CH:15]=3)([C:2]3[CH:3]=[CH:4][CH:5]=[CH:6][CH:7]=3)[C:8]3[CH:9]=[CH:10][CH:11]=[CH:12][CH:13]=3)[CH:24]=2)=[O:41])=[CH:35][CH:34]=1, predict the reactants needed to synthesize it. The reactants are: [C:1]([N:20]1[CH:24]=[C:23]([C:25]2[S:26][CH:27]=[CH:28][C:29]=2[NH2:30])[N:22]=[CH:21]1)([C:14]1[CH:19]=[CH:18][CH:17]=[CH:16][CH:15]=1)([C:8]1[CH:13]=[CH:12][CH:11]=[CH:10][CH:9]=1)[C:2]1[CH:7]=[CH:6][CH:5]=[CH:4][CH:3]=1.[CH3:31][O:32][C:33]1[CH:38]=[CH:37][C:36]([CH2:39][C:40](O)=[O:41])=[CH:35][CH:34]=1. (3) The reactants are: [CH3:1][C:2]1[CH:7]=[CH:6][N:5]=[CH:4][C:3]=1[N:8]1[CH2:12][CH2:11][NH:10][C:9]1=[O:13].Br[C:15]1[C:16]2[CH:23]=[CH:22][CH:21]=[CH:20][C:17]=2[S:18][CH:19]=1.N[C@@H]1CCCC[C@H]1N.P([O-])([O-])([O-])=O.[K+].[K+].[K+]. Given the product [S:18]1[CH:19]=[C:15]([N:10]2[CH2:11][CH2:12][N:8]([C:3]3[CH:4]=[N:5][CH:6]=[CH:7][C:2]=3[CH3:1])[C:9]2=[O:13])[C:16]2[CH:23]=[CH:22][CH:21]=[CH:20][C:17]1=2, predict the reactants needed to synthesize it. (4) The reactants are: [Cl:1][C:2]1[CH:22]=[C:21]([Cl:23])[CH:20]=[CH:19][C:3]=1[CH2:4][N:5]1[C:9]([CH2:10][CH2:11][C:12]([OH:14])=O)=[CH:8][C:7]([O:15][CH:16]([CH3:18])[CH3:17])=[N:6]1.[C:24]1([S:30]([NH2:33])(=[O:32])=[O:31])[CH:29]=[CH:28][CH:27]=[CH:26][CH:25]=1.N12CCCN=C1CCCCC2. Given the product [Cl:1][C:2]1[CH:22]=[C:21]([Cl:23])[CH:20]=[CH:19][C:3]=1[CH2:4][N:5]1[C:9]([CH2:10][CH2:11][C:12]([NH:33][S:30]([C:24]2[CH:29]=[CH:28][CH:27]=[CH:26][CH:25]=2)(=[O:32])=[O:31])=[O:14])=[CH:8][C:7]([O:15][CH:16]([CH3:18])[CH3:17])=[N:6]1, predict the reactants needed to synthesize it. (5) The reactants are: [F:1][C:2]1[CH:20]=[C:19]([CH2:21][OH:22])[CH:18]=[C:17]([F:23])[C:3]=1[O:4][C:5]1[CH:12]=[CH:11][C:8]([C:9]#[N:10])=[C:7]([C:13]([F:16])([F:15])[F:14])[CH:6]=1.[H-].[Na+].Cl[C:27]1[CH:28]=[C:29]2[N:36]([CH3:37])[CH2:35][CH2:34][N:30]2[C:31](=[O:33])[N:32]=1. Given the product [F:1][C:2]1[CH:20]=[C:19]([CH2:21][O:22][C:27]2[CH:28]=[C:29]3[N:36]([CH3:37])[CH2:35][CH2:34][N:30]3[C:31](=[O:33])[N:32]=2)[CH:18]=[C:17]([F:23])[C:3]=1[O:4][C:5]1[CH:12]=[CH:11][C:8]([C:9]#[N:10])=[C:7]([C:13]([F:15])([F:16])[F:14])[CH:6]=1, predict the reactants needed to synthesize it. (6) Given the product [CH:1]1([N:4]2[C:8](=[O:9])[N:7]([CH2:10][C:11]([OH:13])=[O:12])[N:6]=[C:5]2[C:15]2[CH:20]=[CH:19][CH:18]=[CH:17][C:16]=2[O:21][C:22]([F:24])([F:25])[F:23])[CH2:3][CH2:2]1, predict the reactants needed to synthesize it. The reactants are: [CH:1]1([N:4]2[C:8](=[O:9])[N:7]([CH2:10][C:11]([O:13]C)=[O:12])[N:6]=[C:5]2[C:15]2[CH:20]=[CH:19][CH:18]=[CH:17][C:16]=2[O:21][C:22]([F:25])([F:24])[F:23])[CH2:3][CH2:2]1.[OH-].[Li+]. (7) Given the product [C:1]([O:5][C:6]([N:8]1[CH2:9][CH2:10][C:11]2([C:15](=[O:16])[N:14]([C:17]3[CH:22]=[CH:21][C:20]([CH:23]4[CH2:28][CH2:27][CH:26]([N:39]5[CH2:40][CH2:41][CH2:42][C@H:38]5[CH3:37])[CH2:25][CH2:24]4)=[CH:19][C:18]=3[F:34])[CH2:13][CH2:12]2)[CH2:35][CH2:36]1)=[O:7])([CH3:4])([CH3:2])[CH3:3], predict the reactants needed to synthesize it. The reactants are: [C:1]([O:5][C:6]([N:8]1[CH2:36][CH2:35][C:11]2([C:15](=[O:16])[N:14]([C:17]3[CH:22]=[CH:21][C:20]([CH:23]4[CH2:28][CH2:27][CH:26](OS(C)(=O)=O)[CH2:25][CH2:24]4)=[CH:19][C:18]=3[F:34])[CH2:13][CH2:12]2)[CH2:10][CH2:9]1)=[O:7])([CH3:4])([CH3:3])[CH3:2].[CH3:37][C@@H:38]1[CH2:42][CH2:41][CH2:40][NH:39]1. (8) Given the product [CH3:22][O:20][N:19]([CH3:18])[C:14]([C:9]1([NH:8][C:6](=[O:7])[O:5][C:1]([CH3:2])([CH3:3])[CH3:4])[CH2:10][CH2:11][CH2:12][CH2:13]1)=[O:16], predict the reactants needed to synthesize it. The reactants are: [C:1]([O:5][C:6]([NH:8][C:9]1([C:14]([OH:16])=O)[CH2:13][CH2:12][CH2:11][CH2:10]1)=[O:7])([CH3:4])([CH3:3])[CH3:2].Cl.[CH3:18][N:19](C)[OH:20].[CH3:22]N1CCOCC1.C1CCC(N=C=NC2CCCCC2)CC1. (9) Given the product [Cl:1][C:2]1[N:7]=[C:6]([CH:8]([OH:12])[CH:9]([NH:10][C:14](=[O:15])[O:16][C:17]([CH3:18])([CH3:20])[CH3:19])[CH2:21][C:22]2[CH:27]=[CH:26][C:25]([C:28]([F:31])([F:29])[F:30])=[CH:24][CH:23]=2)[CH:5]=[CH:4][CH:3]=1, predict the reactants needed to synthesize it. The reactants are: [Cl:1][C:2]1[N:7]=[C:6]([CH:8]2[O:12]C(=O)[N:10]([C:14]([O:16][C:17]([CH3:20])([CH3:19])[CH3:18])=[O:15])[CH:9]2[CH2:21][C:22]2[CH:27]=[CH:26][C:25]([C:28]([F:31])([F:30])[F:29])=[CH:24][CH:23]=2)[CH:5]=[CH:4][CH:3]=1.CO.[OH-].[Na+].O. (10) Given the product [Br:11][C:12]1[N:17]=[C:16]([O:18][CH3:19])[C:15]([NH:20][CH:1]=[O:3])=[CH:14][CH:13]=1, predict the reactants needed to synthesize it. The reactants are: [CH:1]([OH:3])=O.C(OC(=O)C)(=O)C.[Br:11][C:12]1[N:17]=[C:16]([O:18][CH3:19])[C:15]([NH2:20])=[CH:14][CH:13]=1.